This data is from Peptide-MHC class I binding affinity with 185,985 pairs from IEDB/IMGT. The task is: Regression. Given a peptide amino acid sequence and an MHC pseudo amino acid sequence, predict their binding affinity value. This is MHC class I binding data. (1) The peptide sequence is RAWGRRLMI. The MHC is HLA-B38:01 with pseudo-sequence HLA-B38:01. The binding affinity (normalized) is 0.0847. (2) The peptide sequence is LLFNKVTLA. The MHC is HLA-A02:01 with pseudo-sequence HLA-A02:01. The binding affinity (normalized) is 0.851. (3) The peptide sequence is REPVDQKQF. The MHC is HLA-B18:01 with pseudo-sequence HLA-B18:01. The binding affinity (normalized) is 0.00444.